This data is from Merck oncology drug combination screen with 23,052 pairs across 39 cell lines. The task is: Regression. Given two drug SMILES strings and cell line genomic features, predict the synergy score measuring deviation from expected non-interaction effect. (1) Drug 1: O=P1(N(CCCl)CCCl)NCCCO1. Drug 2: C#Cc1cccc(Nc2ncnc3cc(OCCOC)c(OCCOC)cc23)c1. Cell line: UWB1289. Synergy scores: synergy=20.0. (2) Drug 1: O=C(O)C1(Cc2cccc(Nc3nccs3)n2)CCC(Oc2cccc(Cl)c2F)CC1. Drug 2: COC1=C2CC(C)CC(OC)C(O)C(C)C=C(C)C(OC(N)=O)C(OC)C=CC=C(C)C(=O)NC(=CC1=O)C2=O. Cell line: A2058. Synergy scores: synergy=-11.1. (3) Drug 1: O=S1(=O)NC2(CN1CC(F)(F)F)C1CCC2Cc2cc(C=CCN3CCC(C(F)(F)F)CC3)ccc2C1. Drug 2: CC1CC2C3CCC4=CC(=O)C=CC4(C)C3(F)C(O)CC2(C)C1(O)C(=O)CO. Cell line: DLD1. Synergy scores: synergy=5.32. (4) Drug 1: CN(Cc1cnc2nc(N)nc(N)c2n1)c1ccc(C(=O)NC(CCC(=O)O)C(=O)O)cc1. Drug 2: COC1=C2CC(C)CC(OC)C(O)C(C)C=C(C)C(OC(N)=O)C(OC)C=CC=C(C)C(=O)NC(=CC1=O)C2=O. Cell line: LNCAP. Synergy scores: synergy=2.32. (5) Drug 1: CCC1(O)CC2CN(CCc3c([nH]c4ccccc34)C(C(=O)OC)(c3cc4c(cc3OC)N(C)C3C(O)(C(=O)OC)C(OC(C)=O)C5(CC)C=CCN6CCC43C65)C2)C1. Drug 2: COC1=C2CC(C)CC(OC)C(O)C(C)C=C(C)C(OC(N)=O)C(OC)C=CC=C(C)C(=O)NC(=CC1=O)C2=O. Cell line: SKMEL30. Synergy scores: synergy=-18.2. (6) Drug 1: O=c1[nH]cc(F)c(=O)[nH]1. Drug 2: Cn1cc(-c2cnn3c(N)c(Br)c(C4CCCNC4)nc23)cn1. Cell line: UACC62. Synergy scores: synergy=6.63.